Dataset: Forward reaction prediction with 1.9M reactions from USPTO patents (1976-2016). Task: Predict the product of the given reaction. (1) Given the reactants [C:1]([O:5][C:6]([NH:8][C@@H:9]([CH2:13][CH2:14][C:15](=[O:22])[N:16]1[CH2:21][CH2:20][CH2:19][CH2:18][CH2:17]1)[C:10]([OH:12])=O)=[O:7])([CH3:4])([CH3:3])[CH3:2].CCN(C(C)C)C(C)C.CN(C(ON1N=NC2C=CC=NC1=2)=[N+](C)C)C.F[P-](F)(F)(F)(F)F.Cl.[CH3:57][O:58][C:59]1[CH:60]=[C:61]([C:67]2[C@@H:76]3[C@@H:71]([CH2:72][CH2:73][CH2:74][CH2:75]3)[C:70](=[O:77])[N:69]([CH:78]3[CH2:83][CH2:82][NH:81][CH2:80][CH2:79]3)[N:68]=2)[CH:62]=[CH:63][C:64]=1[O:65][CH3:66].C(=O)(O)[O-].[Na+], predict the reaction product. The product is: [CH3:57][O:58][C:59]1[CH:60]=[C:61]([C:67]2[C@@H:76]3[C@@H:71]([CH2:72][CH2:73][CH2:74][CH2:75]3)[C:70](=[O:77])[N:69]([CH:78]3[CH2:79][CH2:80][N:81]([C:10](=[O:12])[C@@H:9]([NH:8][C:6](=[O:7])[O:5][C:1]([CH3:2])([CH3:3])[CH3:4])[CH2:13][CH2:14][C:15](=[O:22])[N:16]4[CH2:21][CH2:20][CH2:19][CH2:18][CH2:17]4)[CH2:82][CH2:83]3)[N:68]=2)[CH:62]=[CH:63][C:64]=1[O:65][CH3:66]. (2) Given the reactants [OH:1][N:2]=[C:3]([C:10]1[N:14]([CH3:15])[N:13]=[N:12][N:11]=1)[C:4]1[CH:9]=[CH:8][CH:7]=[CH:6][CH:5]=1.C([O-])([O-])=O.[Cs+].[Cs+].[Cl:22][C:23]1[S:24][C:25]([Cl:30])=[C:26]([CH2:28]Cl)[N:27]=1, predict the reaction product. The product is: [Cl:22][C:23]1[S:24][C:25]([Cl:30])=[C:26]([CH2:28][O:1][N:2]=[C:3]([C:10]2[N:14]([CH3:15])[N:13]=[N:12][N:11]=2)[C:4]2[CH:5]=[CH:6][CH:7]=[CH:8][CH:9]=2)[N:27]=1. (3) Given the reactants [Cl:1][C:2]1[CH:26]=[CH:25][C:5]([C:6]([NH:8][CH:9]([CH2:13][C:14]2[C:23]3[C:18](=[CH:19][CH:20]=[CH:21][CH:22]=3)[NH:17][C:16](=[O:24])[CH:15]=2)[C:10]([OH:12])=[S:11])=[O:7])=[CH:4][CH:3]=1.Cl[CH2:28][CH:29]1[CH2:34][CH2:33][CH2:32][CH2:31][O:30]1, predict the reaction product. The product is: [Cl:1][C:2]1[CH:3]=[CH:4][C:5]([C:6]([NH:8][CH:9]([CH2:13][C:14]2[C:23]3[C:18](=[CH:19][CH:20]=[CH:21][CH:22]=3)[NH:17][C:16](=[O:24])[CH:15]=2)[C:10]([S:11][CH2:28][CH:29]2[CH2:34][CH2:33][CH2:32][CH2:31][O:30]2)=[O:12])=[O:7])=[CH:25][CH:26]=1. (4) Given the reactants [H-].[Na+].[C:3]([CH2:5][C:6]([O:8][CH3:9])=[O:7])#[N:4].[H][H].Cl[C:13]1[CH:18]=[C:17]([S:19][CH3:20])[N:16]=[CH:15][N:14]=1, predict the reaction product. The product is: [C:3]([CH:5]([C:13]1[CH:18]=[C:17]([S:19][CH3:20])[N:16]=[CH:15][N:14]=1)[C:6]([O:8][CH3:9])=[O:7])#[N:4]. (5) Given the reactants [O:1]1CCCO[CH:2]1[C:7]1[CH:14]=[CH:13][C:10]([C:11]#[N:12])=[CH:9][C:8]=1[S:15]([CH:18]([CH3:20])[CH3:19])(=[O:17])=[O:16].C1(C)C=CC(S([O-])(=O)=O)=CC=1.[NH+]1C=CC=CC=1.O, predict the reaction product. The product is: [CH:2]([C:7]1[CH:14]=[CH:13][C:10]([C:11]#[N:12])=[CH:9][C:8]=1[S:15]([CH:18]([CH3:20])[CH3:19])(=[O:17])=[O:16])=[O:1]. (6) Given the reactants Br[C:2]1[CH:3]=[CH:4][C:5]([N:10]2[CH2:32][CH2:31][C:13]3[N:14]=[CH:15][N:16]=[C:17]([NH:18][C@@H:19]([C:21]4[CH:22]=[N:23][C:24]([C:27]([F:30])([F:29])[F:28])=[CH:25][CH:26]=4)[CH3:20])[C:12]=3[CH2:11]2)=[C:6]([CH:9]=1)[C:7]#[N:8].[CH3:33]B(O)O.P([O-])([O-])([O-])=O.[K+].[K+].[K+].C1(P(C2CCCCC2)C2CCCCC2)CCCCC1, predict the reaction product. The product is: [CH3:33][C:2]1[CH:3]=[CH:4][C:5]([N:10]2[CH2:32][CH2:31][C:13]3[N:14]=[CH:15][N:16]=[C:17]([NH:18][C@@H:19]([C:21]4[CH:22]=[N:23][C:24]([C:27]([F:30])([F:29])[F:28])=[CH:25][CH:26]=4)[CH3:20])[C:12]=3[CH2:11]2)=[C:6]([CH:9]=1)[C:7]#[N:8]. (7) Given the reactants [CH2:1]([C:7]1[CH:8]=[C:9]([C:13]2[N:17]([CH3:18])[C:16]([C:19]([OH:21])=O)=[C:15]([I:22])[N:14]=2)[CH:10]=[CH:11][CH:12]=1)[CH2:2][CH2:3][CH2:4][CH2:5][CH3:6].CN(C(ON1N=NC2C=CC=NC1=2)=[N+](C)C)C.F[P-](F)(F)(F)(F)F.CCN(CC)CC.[N:54]1([CH:59]2[CH2:64][CH2:63][NH:62][CH2:61][CH2:60]2)[CH2:58][CH2:57][CH2:56][CH2:55]1, predict the reaction product. The product is: [CH2:1]([C:7]1[CH:8]=[C:9]([C:13]2[N:17]([CH3:18])[C:16]([C:19]([N:62]3[CH2:63][CH2:64][CH:59]([N:54]4[CH2:58][CH2:57][CH2:56][CH2:55]4)[CH2:60][CH2:61]3)=[O:21])=[C:15]([I:22])[N:14]=2)[CH:10]=[CH:11][CH:12]=1)[CH2:2][CH2:3][CH2:4][CH2:5][CH3:6].